Predict which catalyst facilitates the given reaction. From a dataset of Catalyst prediction with 721,799 reactions and 888 catalyst types from USPTO. (1) The catalyst class is: 168. Product: [F:1][C:2]([F:25])([C:18]1[CH:23]=[CH:22][C:21]([F:24])=[CH:20][N:19]=1)[C:3]1[N:12]=[C:11]([NH:55][C:52]2[CH:51]=[C:50]([CH3:49])[NH:54][N:53]=2)[C:10]2[C:5](=[CH:6][C:7]([C:15]([NH2:17])=[O:16])=[CH:8][CH:9]=2)[N:4]=1. Reactant: [F:1][C:2]([F:25])([C:18]1[CH:23]=[CH:22][C:21]([F:24])=[CH:20][N:19]=1)[C:3]1[N:12]=[C:11](SC)[C:10]2[C:5](=[CH:6][C:7]([C:15]([NH2:17])=[O:16])=[CH:8][CH:9]=2)[N:4]=1.ClC1C=CC=C(C(OO)=O)C=1.S([O-])([O-])(=O)=S.[Na+].[Na+].C(=O)(O)[O-].[Na+].[CH3:49][C:50]1[NH:54][N:53]=[C:52]([NH2:55])[CH:51]=1. (2) Reactant: C1(S([N:10]2[C:18]3[C:13](=[N:14][CH:15]=[CH:16][C:17]=3[C:19]#[N:20])[CH:12]=[CH:11]2)(=O)=O)C=CC=CC=1.[OH-].[Na+]. Product: [NH:10]1[C:18]2[C:13](=[N:14][CH:15]=[CH:16][C:17]=2[C:19]#[N:20])[CH:12]=[CH:11]1. The catalyst class is: 14. (3) Reactant: [C:1]([O:8][CH2:9][CH3:10])(=[O:7])[C:2](OCC)=O.[CH2:11]([O:18][CH2:19][C:20]([O:22]CC)=O)[C:12]1[CH:17]=[CH:16][CH:15]=[CH:14][CH:13]=1.[H-].[Na+].Cl.[CH3:28][S:29][CH2:30][CH2:31][O:32][CH:33]([CH3:37])[C:34]([NH2:36])=[NH:35].[O-]CC.[Na+]. Product: [CH2:11]([O:18][C:19]1[C:20](=[O:22])[NH:36][C:34]([CH:33]([O:32][CH2:31][CH2:30][S:29][CH3:28])[CH3:37])=[N:35][C:2]=1[C:1]([O:8][CH2:9][CH3:10])=[O:7])[C:12]1[CH:13]=[CH:14][CH:15]=[CH:16][CH:17]=1. The catalyst class is: 214. (4) Reactant: [CH3:1][C:2]1[NH:3][C:4](=[O:26])[C:5]([CH2:11][C:12]2[CH:17]=[CH:16][C:15]([C:18]3[C:19]([C:24]#[N:25])=[CH:20][CH:21]=[CH:22][CH:23]=3)=[CH:14][CH:13]=2)=[C:6]([CH2:8][CH2:9][CH3:10])[N:7]=1.[O:27]1[C:31]2[CH:32]=[CH:33][C:34](B(O)O)=[CH:35][C:30]=2[CH2:29][CH2:28]1.C(N(CC)CC)C.N1C=CC=CC=1. Product: [O:27]1[C:31]2[CH:32]=[CH:33][C:34]([N:3]3[C:4](=[O:26])[C:5]([CH2:11][C:12]4[CH:17]=[CH:16][C:15]([C:18]5[C:19]([C:24]#[N:25])=[CH:20][CH:21]=[CH:22][CH:23]=5)=[CH:14][CH:13]=4)=[C:6]([CH2:8][CH2:9][CH3:10])[N:7]=[C:2]3[CH3:1])=[CH:35][C:30]=2[CH2:29][CH2:28]1. The catalyst class is: 297. (5) Reactant: [OH-:1].[Na+].O.O.O.O.O.[Sn:8]([Cl:12])([Cl:11])([Cl:10])[Cl:9].[Sn](Cl)(Cl)(Cl)[Cl:14].[Cl-:18].[In+3:19].[Cl-].[Cl-]. Product: [Sn:8]([Cl:12])([Cl:11])([Cl:10])[Cl:9].[Cl-:14].[In+3:19].[Cl-:18].[Cl-:9].[OH-:1]. The catalyst class is: 6. (6) Reactant: [O:1]1[CH:5]=[CH:4][C:3]([C:6]2[CH:7]=[C:8]([C:23]([F:26])([F:25])[F:24])[C:9]3[N:10]([C:12]([CH2:18][C:19]([O:21][CH3:22])=[O:20])=[C:13]([C:15](O)=[O:16])[N:14]=3)[CH:11]=2)=[CH:2]1.[S:27]1[CH:31]=[CH:30][CH:29]=[C:28]1[CH2:32][NH2:33].CN(C(ON1N=NC2C=CC=NC1=2)=[N+](C)C)C.F[P-](F)(F)(F)(F)F.C(N(C(C)C)CC)(C)C. Product: [CH3:22][O:21][C:19](=[O:20])[CH2:18][C:12]1[N:10]2[CH:11]=[C:6]([C:3]3[CH:4]=[CH:5][O:1][CH:2]=3)[CH:7]=[C:8]([C:23]([F:24])([F:25])[F:26])[C:9]2=[N:14][C:13]=1[C:15](=[O:16])[NH:33][CH2:32][C:28]1[S:27][CH:31]=[CH:30][CH:29]=1. The catalyst class is: 31.